Dataset: Full USPTO retrosynthesis dataset with 1.9M reactions from patents (1976-2016). Task: Predict the reactants needed to synthesize the given product. Given the product [F:1][C:2]1[C:3]2[C:4](=[C:21]([CH3:24])[O:22][N:23]=2)[N:5]=[C:6]([C:17]([OH:19])=[O:18])[C:7]=1[NH:8][C:9]1[CH:14]=[CH:13][C:12]([I:15])=[CH:11][C:10]=1[F:16], predict the reactants needed to synthesize it. The reactants are: [F:1][C:2]1[C:3]2[C:4](=[C:21]([CH3:24])[O:22][N:23]=2)[N:5]=[C:6]([C:17]([O:19]C)=[O:18])[C:7]=1[NH:8][C:9]1[CH:14]=[CH:13][C:12]([I:15])=[CH:11][C:10]=1[F:16].[Li+].[OH-].